This data is from Forward reaction prediction with 1.9M reactions from USPTO patents (1976-2016). The task is: Predict the product of the given reaction. (1) Given the reactants [Cl:1][C:2]1[CH:7]=[C:6]([C:8]([F:11])([F:10])[F:9])[N:5]=[C:4]([C:12]2[CH:17]=[CH:16][CH:15]=[CH:14][N:13]=2)[N:3]=1.[NH2:18][C:19]1[C:24]([CH3:25])=[CH:23][C:22]([OH:26])=[C:21]([CH3:27])[CH:20]=1, predict the reaction product. The product is: [ClH:1].[CH3:25][C:24]1[CH:23]=[C:22]([OH:26])[C:21]([CH3:27])=[CH:20][C:19]=1[NH:18][C:2]1[CH:7]=[C:6]([C:8]([F:11])([F:10])[F:9])[N:5]=[C:4]([C:12]2[CH:17]=[CH:16][CH:15]=[CH:14][N:13]=2)[N:3]=1. (2) Given the reactants [NH2:1][C:2]1[C:3]([C:20]#[C:21][Si:22]([CH3:25])([CH3:24])[CH3:23])=[C:4]([Cl:19])[CH:5]=[C:6]([C:15]([O:17][CH3:18])=[O:16])[C:7]=1[C:8]1[CH:13]=[CH:12][CH:11]=[C:10]([F:14])[CH:9]=1.Cl.[N:27]([O-])=O.[Na+].[CH2:31]([NH:33][CH2:34][CH3:35])[CH3:32].C(=O)([O-])[O-].[K+].[K+], predict the reaction product. The product is: [Cl:19][C:4]1[CH:5]=[C:6]([C:15]([O:17][CH3:18])=[O:16])[C:7]([C:8]2[CH:13]=[CH:12][CH:11]=[C:10]([F:14])[CH:9]=2)=[C:2](/[N:1]=[N:27]/[N:33]([CH2:34][CH3:35])[CH2:31][CH3:32])[C:3]=1[C:20]#[C:21][Si:22]([CH3:23])([CH3:25])[CH3:24]. (3) Given the reactants [Br:1][C:2]1[CH:3]=[CH:4][C:5]([Cl:11])=[C:6]([CH:10]=1)[C:7]([OH:9])=O.C(Cl)(=O)C(Cl)=O.[C:18]1([O:24][CH2:25][CH3:26])[CH:23]=[CH:22][CH:21]=[CH:20][CH:19]=1.[Cl-].[Al+3].[Cl-].[Cl-], predict the reaction product. The product is: [Br:1][C:2]1[CH:3]=[CH:4][C:5]([Cl:11])=[C:6]([C:7]([C:21]2[CH:22]=[CH:23][C:18]([O:24][CH2:25][CH3:26])=[CH:19][CH:20]=2)=[O:9])[CH:10]=1. (4) Given the reactants [CH3:1][O:2][C:3]1[CH:4]=[C:5]([CH2:11][CH2:12][NH:13][C:14](=[O:25])[C:15]([C:18]2[CH:23]=[CH:22][C:21]([CH3:24])=[CH:20][CH:19]=2)=[CH:16][OH:17])[CH:6]=[CH:7][C:8]=1[O:9][CH3:10].[H-].[Na+].CN(C)C=O.Br[CH2:34][F:35], predict the reaction product. The product is: [CH3:1][O:2][C:3]1[CH:4]=[C:5]([CH2:11][CH2:12][NH:13][C:14](=[O:25])[C:15]([C:18]2[CH:23]=[CH:22][C:21]([CH3:24])=[CH:20][CH:19]=2)=[CH:16][O:17][CH2:34][F:35])[CH:6]=[CH:7][C:8]=1[O:9][CH3:10]. (5) Given the reactants C([O:3][C:4](=[O:36])[C:5]([F:35])([F:34])[CH:6]1[C:15]2[C:10](=[CH:11][C:12]([O:16][CH2:17][C:18]3[CH:19]=[C:20]([C:24]4[CH:29]=[CH:28][C:27]([C:30]([F:33])([F:32])[F:31])=[CH:26][CH:25]=4)[CH:21]=[CH:22][CH:23]=3)=[CH:13][CH:14]=2)[CH2:9][CH2:8][CH2:7]1)C.[OH-].[Na+], predict the reaction product. The product is: [F:34][C:5]([F:35])([CH:6]1[C:15]2[C:10](=[CH:11][C:12]([O:16][CH2:17][C:18]3[CH:19]=[C:20]([C:24]4[CH:25]=[CH:26][C:27]([C:30]([F:31])([F:33])[F:32])=[CH:28][CH:29]=4)[CH:21]=[CH:22][CH:23]=3)=[CH:13][CH:14]=2)[CH2:9][CH2:8][CH2:7]1)[C:4]([OH:36])=[O:3].